From a dataset of Catalyst prediction with 721,799 reactions and 888 catalyst types from USPTO. Predict which catalyst facilitates the given reaction. (1) Reactant: C([O:8][C:9]1[CH:14]=[CH:13][N:12]=[C:11]([O:15][CH3:16])[CH:10]=1)C1C=CC=CC=1.[H][H]. Product: [CH3:16][O:15][C:11]1[CH:10]=[C:9]([OH:8])[CH:14]=[CH:13][N:12]=1. The catalyst class is: 178. (2) Reactant: [Cl:1][C:2]1[N:3]=[C:4]([N:23]2[CH2:28][CH2:27][O:26][CH2:25][CH2:24]2)[S:5][C:6]=1[C:7]1[N:11]2[N:12]=[C:13]([CH3:21])[CH:14]=[C:15]([CH:16]([CH2:19][CH3:20])[CH2:17][CH3:18])[C:10]2=[N:9][C:8]=1[CH3:22].Cl. Product: [ClH:1].[Cl:1][C:2]1[N:3]=[C:4]([N:23]2[CH2:24][CH2:25][O:26][CH2:27][CH2:28]2)[S:5][C:6]=1[C:7]1[N:11]2[N:12]=[C:13]([CH3:21])[CH:14]=[C:15]([CH:16]([CH2:17][CH3:18])[CH2:19][CH3:20])[C:10]2=[N:9][C:8]=1[CH3:22]. The catalyst class is: 41. (3) Reactant: [OH:1][C:2]([CH3:27])([CH3:26])[C@H:3]([NH:5][C:6]([C:8]1[C:16]2[C:11](=[N:12][CH:13]=[C:14](Br)[N:15]=2)[N:10]([CH2:18][O:19][CH2:20][CH2:21][Si:22]([CH3:25])([CH3:24])[CH3:23])[CH:9]=1)=[O:7])[CH3:4].[Cl:28][C:29]1[CH:37]=[C:36]2[C:32]([C:33]([Sn](CCCC)(CCCC)CCCC)=[N:34][N:35]2[CH3:38])=[CH:31][CH:30]=1. Product: [OH:1][C:2]([CH3:27])([CH3:26])[C@H:3]([NH:5][C:6]([C:8]1[C:16]2[C:11](=[N:12][CH:13]=[C:14]([C:33]3[C:32]4[C:36](=[CH:37][C:29]([Cl:28])=[CH:30][CH:31]=4)[N:35]([CH3:38])[N:34]=3)[N:15]=2)[N:10]([CH2:18][O:19][CH2:20][CH2:21][Si:22]([CH3:25])([CH3:24])[CH3:23])[CH:9]=1)=[O:7])[CH3:4]. The catalyst class is: 441.